This data is from Reaction yield outcomes from USPTO patents with 853,638 reactions. The task is: Predict the reaction yield, written as a fraction of the theoretical maximum amount of product (1.0 means a 100% yield; for example, 0.34 means a 34% yield). (1) The reactants are [C:1]([C:3]1[C:4]([C:20]([F:23])([F:22])[F:21])=[C:5]2[C:9](=[CH:10][CH:11]=1)[N:8]([CH2:12][C:13](=[CH2:18])[C:14](OC)=[O:15])[C:7]([CH3:19])=[CH:6]2)#[N:2].[Li+].[BH4-]. The catalyst is C1COCC1. The product is [OH:15][CH2:14][CH:13]([CH3:18])[CH2:12][N:8]1[C:9]2[C:5](=[C:4]([C:20]([F:23])([F:21])[F:22])[C:3]([C:1]#[N:2])=[CH:11][CH:10]=2)[CH:6]=[C:7]1[CH3:19]. The yield is 0.470. (2) The reactants are B(Br)(Br)Br.[Br:5][C:6]1[O:7][C:8]([C:11]2[CH:16]=[CH:15][CH:14]=[C:13]([O:17]C)[CH:12]=2)=[CH:9][N:10]=1. The catalyst is ClCCl. The product is [Br:5][C:6]1[O:7][C:8]([C:11]2[CH:16]=[CH:15][CH:14]=[C:13]([OH:17])[CH:12]=2)=[CH:9][N:10]=1. The yield is 0.470. (3) The reactants are [CH3:1][O:2][C:3]1[CH:8]=[CH:7][C:6]([NH:9][C:10](=[O:12])[CH3:11])=[C:5]([CH3:13])[CH:4]=1.[N+:14]([O-])([OH:16])=[O:15]. The catalyst is C(O)(=O)C. The product is [CH3:1][O:2][C:3]1[C:8]([N+:14]([O-:16])=[O:15])=[CH:7][C:6]([NH:9][C:10](=[O:12])[CH3:11])=[C:5]([CH3:13])[CH:4]=1. The yield is 0.530. (4) The reactants are Cl[C:2]1[N:7]=[C:6]([CH:8]([C:14](OCC)=O)C(OCC)=O)C=NC=1.C[C:20]([OH:22])=[O:21].C1C=C(Cl)[CH:26]=[C:25]([C:30](OO)=O)[CH:24]=1.C1COCC1.[O-]S([O-])=O.[Na+].[Na+].[Cl:45][C:46]1[CH:51]=[C:50]([C:52]2[CH:57]=[N:56][CH:55]=[C:54]([CH3:58])[N:53]=2)[CH:49]=[CH:48][C:47]=1[C:59]1[C:71](=[O:72])[N:70](C2CCN(C(OC(C)(C)C)=O)C2)[C:62]2[N:63]=[C:64]([NH:67][CH2:68][CH3:69])[N:65]=[CH:66][C:61]=2[CH:60]=1. The catalyst is C(Cl)Cl.C(N)C.CCOC(C)=O. The product is [Cl:45][C:46]1[CH:51]=[C:50]([C:52]2[CH:57]=[N:56][CH:55]=[C:54]([CH3:58])[N:53]=2)[CH:49]=[CH:48][C:47]=1[C:59]1[C:71]([O:72][CH:14]2[CH2:8][CH2:6][N:7]([C:20]([O:22][C:25]([CH3:30])([CH3:26])[CH3:24])=[O:21])[CH2:2]2)=[N:70][C:62]2[N:63]=[C:64]([NH:67][CH2:68][CH3:69])[N:65]=[CH:66][C:61]=2[CH:60]=1. The yield is 0.770. (5) The reactants are CN(C)[CH:3]=[O:4].P(Cl)(Cl)(Cl)=O.[C:11]1([N:17]2[CH2:22][CH2:21][CH2:20][CH2:19][CH2:18]2)[CH:16]=[CH:15][CH:14]=[CH:13][CH:12]=1. The catalyst is ClCCCl. The product is [N:17]1([C:11]2[CH:16]=[CH:15][C:14]([CH:3]=[O:4])=[CH:13][CH:12]=2)[CH2:22][CH2:21][CH2:20][CH2:19][CH2:18]1. The yield is 0.400. (6) The reactants are [C:1]([O-:6])(=[O:5])[C:2]([CH3:4])=[CH2:3].C1C[O:10][CH2:9][CH2:8]1. No catalyst specified. The product is [CH3:3][C:2]([C:1]([O:6][CH2:8][CH2:9][OH:10])=[O:5])=[CH2:4]. The yield is 1.00. (7) The reactants are [C:1]([O:5][C:6]([NH:8][C:9]1[S:10][C:11]2[CH:17]=[C:16]([C:18]([OH:20])=O)[CH:15]=[CH:14][C:12]=2[N:13]=1)=[O:7])([CH3:4])([CH3:3])[CH3:2].[NH:21]1[CH2:25][CH2:24][CH2:23][CH2:22]1.C(Cl)CCl.CCN(C(C)C)C(C)C. The catalyst is O1CCCC1.ClCCl.O. The product is [N:21]1([C:18]([C:16]2[CH:15]=[CH:14][C:12]3[N:13]=[C:9]([NH:8][C:6](=[O:7])[O:5][C:1]([CH3:2])([CH3:3])[CH3:4])[S:10][C:11]=3[CH:17]=2)=[O:20])[CH2:25][CH2:24][CH2:23][CH2:22]1. The yield is 0.920. (8) The catalyst is C1COCC1.CCOC(C)=O. The yield is 0.650. The reactants are [Br:1][C:2]1[C:3]([OH:13])=[CH:4][C:5]([Cl:12])=[C:6]([CH:11]=1)[C:7]([O:9][CH3:10])=[O:8].O.[OH-].[Li+].S(OC)(O[CH3:21])(=O)=O. The product is [Br:1][C:2]1[C:3]([O:13][CH3:21])=[CH:4][C:5]([Cl:12])=[C:6]([CH:11]=1)[C:7]([O:9][CH3:10])=[O:8]. (9) The reactants are [N+:1]([C:4]1[CH:13]=[C:12]2[C:7]([CH2:8][CH2:9][CH2:10][C:11]2=O)=[CH:6][CH:5]=1)([O-:3])=[O:2].[NH2:15][OH:16]. The catalyst is N1C=CC=CC=1. The product is [N+:1]([C:4]1[CH:13]=[C:12]2[C:7]([CH2:8][CH2:9][CH2:10][C:11]2=[N:15][OH:16])=[CH:6][CH:5]=1)([O-:3])=[O:2]. The yield is 0.880. (10) The reactants are [CH3:1][O:2][C:3]1[CH:23]=[CH:22][C:6]([O:7][C:8]2[CH2:12][N:11]([C@@H:13]([CH2:17][CH:18]([CH3:20])[CH3:19])[C:14]([OH:16])=O)[C:10](=[O:21])[CH:9]=2)=[CH:5][CH:4]=1.C(N(CC)C(C)C)(C)C.F[P-](F)(F)(F)(F)F.N1(O[P+](N(C)C)(N(C)C)N(C)C)C2C=CC=CC=2N=N1.[CH3:60][C:61]1([CH3:73])[O:65][C@H:64]([CH2:66][N:67]2[CH:71]=[CH:70][C:69]([NH2:72])=[N:68]2)[CH2:63][O:62]1. The catalyst is CN(C)C=O.C(OCC)(=O)C. The product is [CH3:60][C:61]1([CH3:73])[O:65][C@H:64]([CH2:66][N:67]2[CH:71]=[CH:70][C:69]([NH:72][C:14](=[O:16])[C@@H:13]([N:11]3[CH2:12][C:8]([O:7][C:6]4[CH:5]=[CH:4][C:3]([O:2][CH3:1])=[CH:23][CH:22]=4)=[CH:9][C:10]3=[O:21])[CH2:17][CH:18]([CH3:20])[CH3:19])=[N:68]2)[CH2:63][O:62]1. The yield is 0.680.